From a dataset of Full USPTO retrosynthesis dataset with 1.9M reactions from patents (1976-2016). Predict the reactants needed to synthesize the given product. (1) The reactants are: [Cl:1][C:2]1[CH:7]=[CH:6][C:5]([C:8](=O)[CH2:9][NH:10][CH2:11][C:12]([O:14][CH3:15])=[O:13])=[CH:4][CH:3]=1.[N-:17]=[C:18]=[O:19].[K+]. Given the product [Cl:1][C:2]1[CH:7]=[CH:6][C:5]([C:8]2[NH:17][C:18](=[O:19])[N:10]([CH2:11][C:12]([O:14][CH3:15])=[O:13])[CH:9]=2)=[CH:4][CH:3]=1, predict the reactants needed to synthesize it. (2) Given the product [CH3:1][O:2][C:3]1[CH:8]=[CH:7][N:6]=[C:5]2[NH:9][CH:10]=[C:11]([CH:12]([C:18]3[CH:23]=[CH:22][CH:21]=[CH:20][CH:19]=3)[CH2:13][CH2:14][NH:16][CH3:17])[C:4]=12, predict the reactants needed to synthesize it. The reactants are: [CH3:1][O:2][C:3]1[CH:8]=[CH:7][N:6]=[C:5]2[NH:9][CH:10]=[C:11]([CH:12]([C:18]3[CH:23]=[CH:22][CH:21]=[CH:20][CH:19]=3)[CH2:13][C:14]([NH:16][CH3:17])=O)[C:4]=12.[H-].[H-].[H-].[H-].[Li+].[Al+3]. (3) The reactants are: [Si]([O:18][C:19]1[CH:51]=[CH:50][C:22]([O:23][CH2:24][C@@H:25]([OH:49])[CH2:26][NH:27][CH2:28][CH2:29][C:30]2[CH:35]=[CH:34][C:33]([S:36]([CH2:39][C:40]3[N:44]=[C:43]([C:45]([CH3:48])([CH3:47])[CH3:46])[O:42][N:41]=3)(=[O:38])=[O:37])=[CH:32][CH:31]=2)=[CH:21][CH:20]=1)(C(C)(C)C)(C1C=CC=CC=1)C1C=CC=CC=1.CCCC[N+](CCCC)(CCCC)CCCC.[F-]. Given the product [C:45]([C:43]1[O:42][N:41]=[C:40]([CH2:39][S:36]([C:33]2[CH:34]=[CH:35][C:30]([CH2:29][CH2:28][NH:27][CH2:26][C@H:25]([OH:49])[CH2:24][O:23][C:22]3[CH:21]=[CH:20][C:19]([OH:18])=[CH:51][CH:50]=3)=[CH:31][CH:32]=2)(=[O:37])=[O:38])[N:44]=1)([CH3:48])([CH3:46])[CH3:47], predict the reactants needed to synthesize it. (4) Given the product [C:2]([O:5][C:6]1[CH:15]=[CH:14][CH:13]=[C:12]2[C:7]=1[CH2:8][CH2:9][CH2:10][NH:11]2)(=[O:4])[CH3:3], predict the reactants needed to synthesize it. The reactants are: Cl.[C:2]([O:5][C:6]1[CH:15]=[CH:14][CH:13]=[C:12]2[C:7]=1[CH:8]=[CH:9][CH:10]=[N:11]2)(=[O:4])[CH3:3]. (5) Given the product [NH2:1][C:2]1[C:10]2[C:9]([C:11]3[CH:16]=[CH:15][C:14]([Cl:17])=[C:13]([Cl:18])[CH:12]=3)=[N:8][C:7]([NH:25][CH2:26][CH2:27][OH:28])=[N:6][C:5]=2[S:4][C:3]=1[C:22]([NH2:24])=[O:23], predict the reactants needed to synthesize it. The reactants are: [NH2:1][C:2]1[C:10]2[C:9]([C:11]3[CH:16]=[CH:15][C:14]([Cl:17])=[C:13]([Cl:18])[CH:12]=3)=[N:8][C:7](S(C)=O)=[N:6][C:5]=2[S:4][C:3]=1[C:22]([NH2:24])=[O:23].[NH2:25][CH2:26][CH2:27][OH:28].C(N(CC)CC)C. (6) Given the product [Br:16][C:17]1[CH:18]=[C:19]([CH:20]=[CH:21][CH:22]=1)[CH2:23][N:24]([CH3:25])[C:9](=[O:10])[O:11][C:12]([CH3:13])([CH3:14])[CH3:15], predict the reactants needed to synthesize it. The reactants are: O([C:9]([O:11][C:12]([CH3:15])([CH3:14])[CH3:13])=[O:10])[C:9]([O:11][C:12]([CH3:15])([CH3:14])[CH3:13])=[O:10].[Br:16][C:17]1[CH:18]=[C:19]([CH2:23][NH:24][CH3:25])[CH:20]=[CH:21][CH:22]=1.CCN(CC)CC. (7) Given the product [CH:1]1([C@@H:4]([C:10]2[CH:15]=[CH:14][CH:13]=[C:12]([O:16][CH2:17][C:18]3[CH:23]=[N:22][C:21]([C:24]4[C:29]([F:30])=[CH:28][N:27]=[C:26]([O:31][CH3:32])[CH:25]=4)=[C:20]([CH2:33][CH:34]([CH3:36])[CH3:35])[N:19]=3)[CH:11]=2)[CH2:5][C:6]([OH:8])=[O:7])[CH2:2][CH2:3]1, predict the reactants needed to synthesize it. The reactants are: [CH:1]1([C@@H:4]([C:10]2[CH:15]=[CH:14][CH:13]=[C:12]([O:16][CH2:17][C:18]3[CH:23]=[N:22][C:21]([C:24]4[C:29]([F:30])=[CH:28][N:27]=[C:26]([O:31][CH3:32])[CH:25]=4)=[C:20]([CH2:33][CH:34]([CH3:36])[CH3:35])[N:19]=3)[CH:11]=2)[CH2:5][C:6]([O:8]C)=[O:7])[CH2:3][CH2:2]1.O[Li].O.